Dataset: Full USPTO retrosynthesis dataset with 1.9M reactions from patents (1976-2016). Task: Predict the reactants needed to synthesize the given product. (1) Given the product [F:21][C:19]([F:20])([F:22])[C:18]1[C:17](=[O:23])[C@H:16]2[CH2:24][C@:6]3([CH2:7][C:8]4[C:9]5[N:10]=[CH:11][NH:12][C:13]=5[CH:2]=[CH:3][C:4]=4[C:5]=13)[CH2:14][CH2:15]2, predict the reactants needed to synthesize it. The reactants are: Cl[C:2]1[C:13]2[NH:12][CH:11]=[N:10][C:9]=2[C:8]2[CH2:7][C@:6]34[CH2:24][C@H:16]([C:17](=[O:23])[C:18]([C:19]([F:22])([F:21])[F:20])=[C:5]3[C:4]=2[CH:3]=1)[CH2:15][CH2:14]4.C1C=CC=CC=1.CO. (2) Given the product [Cl:16][C:17]1[C:21]([CH3:22])=[CH:20][S:19][C:18]=1[C:23]1([C:28]2[N:9]3[CH2:8][CH2:7][CH2:6][CH2:5][CH2:4][C:3]3=[N:31][N:30]=2)[CH2:27][CH2:26][CH2:25][CH2:24]1, predict the reactants needed to synthesize it. The reactants are: CO[C:3]1[CH2:4][CH2:5][CH2:6][CH2:7][CH2:8][N:9]=1.O1CCOCC1.[Cl:16][C:17]1[C:21]([CH3:22])=[CH:20][S:19][C:18]=1[C:23]1([C:28]([NH:30][NH2:31])=O)[CH2:27][CH2:26][CH2:25][CH2:24]1. (3) Given the product [Br:1][C:2]1[CH:3]=[CH:4][C:5]([C:8]2[N:9]=[C:10]([CH:18]3[CH2:21][CH2:20][CH2:19]3)[N:11]3[CH:16]=[CH:15][N:14]=[C:13]([NH2:17])[C:12]=23)=[CH:6][C:7]=1[O:30][CH3:31], predict the reactants needed to synthesize it. The reactants are: [Br:1][C:2]1[CH:7]=[CH:6][C:5]([C:8]2[N:9]=[C:10]([CH:18]3[CH2:21][CH2:20][CH2:19]3)[N:11]3[CH:16]=[CH:15][N:14]=[C:13]([NH2:17])[C:12]=23)=[CH:4][CH:3]=1.BrC1C=CC(B2OC(C)(C)[C:31](C)(C)[O:30]2)=CC=1OC.